From a dataset of Full USPTO retrosynthesis dataset with 1.9M reactions from patents (1976-2016). Predict the reactants needed to synthesize the given product. Given the product [Cl:1][C:2]1[CH:7]=[CH:6][C:5]([S:8]([N:15]2[C:24]3[C:19](=[CH:20][CH:21]=[CH:22][CH:23]=3)[CH2:18][CH2:17][CH2:16]2)(=[O:10])=[O:9])=[CH:4][C:3]=1[N+:12]([O-:14])=[O:13], predict the reactants needed to synthesize it. The reactants are: [Cl:1][C:2]1[CH:7]=[CH:6][C:5]([S:8](Cl)(=[O:10])=[O:9])=[CH:4][C:3]=1[N+:12]([O-:14])=[O:13].[NH:15]1[C:24]2[C:19](=[CH:20][CH:21]=[CH:22][CH:23]=2)[CH2:18][CH2:17][CH2:16]1.C(=O)([O-])O.[Na+].O.